Dataset: CYP2D6 inhibition data for predicting drug metabolism from PubChem BioAssay. Task: Regression/Classification. Given a drug SMILES string, predict its absorption, distribution, metabolism, or excretion properties. Task type varies by dataset: regression for continuous measurements (e.g., permeability, clearance, half-life) or binary classification for categorical outcomes (e.g., BBB penetration, CYP inhibition). Dataset: cyp2d6_veith. (1) The molecule is CN(CCc1ccccn1)c1ccc2c(c1)Cc1ccccc1-2. The result is 1 (inhibitor). (2) The compound is O=C1CC(N2CCOCC2)C(=O)N1c1cccc(Cl)c1. The result is 0 (non-inhibitor). (3) The drug is Cc1nc2cnc(N3CCN(C)CC3)nc2n(CCC#N)c1=O. The result is 0 (non-inhibitor). (4) The drug is CCOc1ccc(CNC(=O)C2CCC(=O)N2C2CCCC2)cc1OC. The result is 0 (non-inhibitor). (5) The drug is COc1ccc(S(=O)(=O)N(CC(=O)NCC2CCCO2)c2ccc(F)cc2)cc1OC. The result is 0 (non-inhibitor). (6) The compound is CN1CCc2nc3sc(C(=O)NC(C)(C)C)c(N)c3cc2C1. The result is 0 (non-inhibitor). (7) The molecule is Cl.Nc1c2c(nc3ccccc13)CCCC2.O. The result is 1 (inhibitor). (8) The compound is Fc1ccc(CSc2nnc(-c3cc4c(s3)-c3ccccc3CC4)o2)cc1. The result is 0 (non-inhibitor). (9) The drug is O=C(CN1C(=O)c2ccccc2C1=O)[C@@H](O)CN1C(=O)c2ccccc2C1=O. The result is 0 (non-inhibitor). (10) The drug is CCCCCc1nc2c(C#N)c(-c3ccc(Cl)cc3)ccn2n1. The result is 0 (non-inhibitor).